The task is: Predict the product of the given reaction.. This data is from Forward reaction prediction with 1.9M reactions from USPTO patents (1976-2016). (1) The product is: [F:22][C:19]([F:20])([F:21])[O:18][C:15]1[CH:16]=[CH:17][C:12]([C:9]2[N:8]=[CH:7][C:6]([OH:5])=[CH:11][N:10]=2)=[CH:13][CH:14]=1. Given the reactants C(OC[O:5][C:6]1[CH:7]=[N:8][C:9]([C:12]2[CH:17]=[CH:16][C:15]([O:18][C:19]([F:22])([F:21])[F:20])=[CH:14][CH:13]=2)=[N:10][CH:11]=1)C.Cl, predict the reaction product. (2) Given the reactants [O:1]1[CH2:5][CH2:4][O:3][CH:2]1[C:6]1[CH:11]=[CH:10][C:9]([C:12]2[C:21]([C:22]3[CH:27]=[CH:26][CH:25]=[CH:24][CH:23]=3)=[CH:20][C:19]3[C:14](=[CH:15][CH:16]=[N:17][C:18]=3[NH:28][NH2:29])[N:13]=2)=[CH:8][CH:7]=1.C1C=CC2N(O)N=NC=2C=1.[C:40](O)(=O)[CH2:41][OH:42].C(Cl)CCl, predict the reaction product. The product is: [O:3]1[CH2:4][CH2:5][O:1][CH:2]1[C:6]1[CH:11]=[CH:10][C:9]([C:12]2[C:21]([C:22]3[CH:27]=[CH:26][CH:25]=[CH:24][CH:23]=3)=[CH:20][C:19]3[C:18]4=[N:28][N:29]=[C:40]([CH2:41][OH:42])[N:17]4[CH:16]=[CH:15][C:14]=3[N:13]=2)=[CH:8][CH:7]=1. (3) Given the reactants [S:1]1[C:9]2[N:4]([C:5](=[O:11])[NH:6][C:7](=[O:10])[CH:8]=2)[CH:3]=[CH:2]1.C(=O)([O-])[O-].[Cs+].[Cs+].[Cl:18][C:19]1[CH:26]=[CH:25][C:22]([CH2:23]Cl)=[CH:21][CH:20]=1, predict the reaction product. The product is: [Cl:18][C:19]1[CH:26]=[CH:25][C:22]([CH2:23][N:6]2[C:7](=[O:10])[CH:8]=[C:9]3[S:1][CH:2]=[CH:3][N:4]3[C:5]2=[O:11])=[CH:21][CH:20]=1. (4) Given the reactants [CH3:1][O:2][CH2:3][CH2:4][CH2:5][O:6][C:7]1[CH:8]=[C:9]([CH:37]=[CH:38][C:39]=1[O:40][CH3:41])[CH2:10][C@H:11]([CH:34]([CH3:36])[CH3:35])[CH2:12][C@H:13]([NH:26]C(OC(C)(C)C)=O)[C@@H:14]([OH:25])[CH2:15][NH:16][C:17]([N:19]1[CH2:24][CH2:23][CH2:22][CH2:21][CH2:20]1)=[O:18].O1CCOCC1.[ClH:48], predict the reaction product. The product is: [CH3:1][O:2][CH2:3][CH2:4][CH2:5][O:6][C:7]1[CH:8]=[C:9]([CH:37]=[CH:38][C:39]=1[O:40][CH3:41])[CH2:10][C@H:11]([CH:34]([CH3:36])[CH3:35])[CH2:12][C@H:13]([NH2:26])[C@@H:14]([OH:25])[CH2:15][NH:16][C:17]([N:19]1[CH2:24][CH2:23][CH2:22][CH2:21][CH2:20]1)=[O:18].[ClH:48]. (5) Given the reactants [C:1]([O:5][C:6](=[O:17])[NH:7][CH2:8][CH:9]1[CH2:14][CH2:13][N:12]([C:15]#[N:16])[CH2:11][CH2:10]1)([CH3:4])([CH3:3])[CH3:2].Cl.[NH2:19][OH:20].C(N(CC)CC)C, predict the reaction product. The product is: [C:1]([O:5][C:6](=[O:17])[NH:7][CH2:8][CH:9]1[CH2:10][CH2:11][N:12]([C:15](=[NH:16])[NH:19][OH:20])[CH2:13][CH2:14]1)([CH3:4])([CH3:2])[CH3:3]. (6) The product is: [CH3:9][O:10][C:11]([C:12]1[S:13][C:14]2[N:15]([C:16](=[O:28])[N:17]([CH2:21][C:22]3[CH:27]=[CH:26][CH:25]=[CH:24][CH:23]=3)[C:18](=[O:20])[CH:19]=2)[CH:1]=1)=[O:29]. Given the reactants [CH3:1]OC(OC)N(C)C.[CH3:9][O:10][C:11](=[O:29])[CH2:12][S:13][C:14]1[NH:15][C:16](=[O:28])[N:17]([CH2:21][C:22]2[CH:27]=[CH:26][CH:25]=[CH:24][CH:23]=2)[C:18](=[O:20])[CH:19]=1.O1CCOCC1, predict the reaction product. (7) Given the reactants [NH2:1][C:2]1[CH:3]=[C:4]2[C:13](=[CH:14][C:15]=1[O:16][C:17]1[CH:22]=[CH:21][CH:20]=[CH:19][CH:18]=1)[O:12][CH2:11][C:10]1[N:5]2[CH:6]([CH3:24])[C:7](=[O:23])[NH:8][N:9]=1.N[CH:26]1[CH2:29][N:28]([C:30]([O:32][C:33]([CH3:36])([CH3:35])[CH3:34])=[O:31])[CH2:27]1.C([BH3-])#N.[Na+], predict the reaction product. The product is: [C:33]([O:32][C:30]([N:28]1[CH2:29][CH:26]([NH:1][C:2]2[CH:3]=[C:4]3[C:13](=[CH:14][C:15]=2[O:16][C:17]2[CH:22]=[CH:21][CH:20]=[CH:19][CH:18]=2)[O:12][CH2:11][C:10]2[N:5]3[CH:6]([CH3:24])[C:7](=[O:23])[NH:8][N:9]=2)[CH2:27]1)=[O:31])([CH3:36])([CH3:34])[CH3:35]. (8) Given the reactants Cl[C:2]1[N:7]=[CH:6][N:5]=[C:4]([C:8]2[C:12]3[C:13]([NH:17][CH:18]([CH3:20])[CH3:19])=[N:14][CH:15]=[CH:16][C:11]=3[N:10](C(C3C=CC=CC=3)(C3C=CC=CC=3)C3C=CC=CC=3)[N:9]=2)[CH:3]=1.C(NC1C2C([Sn](C)(C)C)=NN(C(C3C=CC=CC=3)(C3C=CC=CC=3)C3C=CC=CC=3)C=2C=CN=1)(C)C.ClC1C=C(Cl)N=CN=1.[Li+].[Cl-], predict the reaction product. The product is: [CH:18]([NH:17][C:13]1[C:12]2[C:8]([C:4]3[CH:3]=[CH:2][N:7]=[CH:6][N:5]=3)=[N:9][NH:10][C:11]=2[CH:16]=[CH:15][N:14]=1)([CH3:20])[CH3:19]. (9) Given the reactants [CH2:1]=[CH:2][CH2:3][CH3:4].[CH:5]1[CH:10]=[CH:9][CH:8]=[CH:7][CH:6]=1, predict the reaction product. The product is: [CH2:1]([C:5]1[CH:10]=[CH:9][CH:8]=[CH:7][CH:6]=1)[CH2:2][CH2:3][CH3:4].[CH:2]([C:5]1[CH:10]=[CH:9][CH:8]=[CH:7][CH:6]=1)([CH2:3][CH3:4])[CH3:1].